Predict hERG channel inhibition at various concentrations. From a dataset of hERG Central: cardiac toxicity at 1µM, 10µM, and general inhibition. The molecule is O=C(NCCN1CCN(C(=O)c2ccc([N+](=O)[O-])cc2)CC1)C(=O)NCc1ccccc1. Results: hERG_inhib (hERG inhibition (general)): blocker.